Dataset: Peptide-MHC class I binding affinity with 185,985 pairs from IEDB/IMGT. Task: Regression. Given a peptide amino acid sequence and an MHC pseudo amino acid sequence, predict their binding affinity value. This is MHC class I binding data. (1) The peptide sequence is SIFFDYMAI. The MHC is HLA-A29:02 with pseudo-sequence HLA-A29:02. The binding affinity (normalized) is 0.213. (2) The peptide sequence is TLTAAVLLLV. The MHC is HLA-A02:17 with pseudo-sequence YFAMYGEKVAHTHVDTLYLMFHYYTWAVLAYTWY. The binding affinity (normalized) is 0.502. (3) The peptide sequence is FLRGRAYGL. The MHC is HLA-B57:01 with pseudo-sequence HLA-B57:01. The binding affinity (normalized) is 0. (4) The peptide sequence is KTIVESCGNY. The MHC is HLA-A01:01 with pseudo-sequence HLA-A01:01. The binding affinity (normalized) is 0.494. (5) The peptide sequence is ATGTDMPGGY. The MHC is HLA-A32:01 with pseudo-sequence HLA-A32:01. The binding affinity (normalized) is 0. (6) The MHC is HLA-A26:01 with pseudo-sequence HLA-A26:01. The peptide sequence is YYFMKFRRVF. The binding affinity (normalized) is 0.310. (7) The peptide sequence is WANFKFRD. The MHC is H-2-Kb with pseudo-sequence H-2-Kb. The binding affinity (normalized) is 0.241. (8) The peptide sequence is YTYDLAEYR. The MHC is HLA-B83:01 with pseudo-sequence HLA-B83:01. The binding affinity (normalized) is 0.213. (9) The peptide sequence is RVKQHMASM. The MHC is HLA-B35:01 with pseudo-sequence HLA-B35:01. The binding affinity (normalized) is 0.0847. (10) The peptide sequence is CIFYDRDDV. The MHC is HLA-A68:02 with pseudo-sequence HLA-A68:02. The binding affinity (normalized) is 0.508.